Dataset: Forward reaction prediction with 1.9M reactions from USPTO patents (1976-2016). Task: Predict the product of the given reaction. (1) Given the reactants [C:1]([O:5][C@@H:6]([C:11]1[C:12](I)=[C:13]2[C:20]3[CH2:21][CH2:22][CH2:23][CH2:24][C:19]=3[S:18][C:14]2=[N:15][C:16]=1[CH3:17])[C:7]([O:9][CH3:10])=[O:8])([CH3:4])([CH3:3])[CH3:2].[F:26][C:27]1[CH:32]=[C:31]([CH3:33])[CH:30]=[CH:29][C:28]=1B1OC(C)(C)C(C)(C)O1, predict the reaction product. The product is: [C:1]([O:5][C@@H:6]([C:11]1[C:12]([C:28]2[CH:29]=[CH:30][C:31]([CH3:33])=[CH:32][C:27]=2[F:26])=[C:13]2[C:20]3[CH2:21][CH2:22][CH2:23][CH2:24][C:19]=3[S:18][C:14]2=[N:15][C:16]=1[CH3:17])[C:7]([O:9][CH3:10])=[O:8])([CH3:4])([CH3:3])[CH3:2]. (2) Given the reactants C([O:3][C:4](=O)[CH2:5][N:6]([CH2:18][C:19]([N:21]([N:23]1[CH2:31][C:30]2[C:25](=[CH:26][CH:27]=[CH:28][CH:29]=2)[CH2:24]1)[CH3:22])=[O:20])[C:7]1[C:15]([CH3:16])=[CH:14][C:13]2[C:9](=[CH:10][N:11]([CH3:17])[N:12]=2)[CH:8]=1)C.[OH-:33].[Na+].Cl, predict the reaction product. The product is: [CH2:31]1[C:30]2[C:25](=[CH:26][CH:27]=[CH:28][CH:29]=2)[CH2:24][N:23]1[N:21]([CH3:22])[C:19](=[O:20])[CH2:18][N:6]([C:7]1[CH:8]=[C:9]2[C:10](=[CH:14][C:15]=1[CH3:16])[N:11]([CH3:17])[N:12]=[CH:13]2)[CH2:5][C:4]([OH:3])=[O:33]. (3) Given the reactants Cl[C:2]1[C:3]([C:18]#[N:19])=[N:4][CH:5]=[C:6]([C:8]#[C:9][C:10]2[CH:15]=[CH:14][C:13]([CH3:16])=[CH:12][C:11]=2[CH3:17])[CH:7]=1.CC1(C)C(C)(C)OB([C:28]2[CH:33]=[CH:32][CH:31]=[CH:30][C:29]=2[NH:34]C(=O)OC(C)(C)C)O1.[O-]P([O-])([O-])=O.[K+].[K+].[K+].C1(P(C2CCCCC2)C2C=CC=CC=2C2C(OC)=CC=CC=2OC)CCCCC1, predict the reaction product. The product is: [CH3:17][C:11]1[CH:12]=[C:13]([CH3:16])[CH:14]=[CH:15][C:10]=1[C:9]#[C:8][C:6]1[CH:5]=[N:4][C:3]2[C:2]([CH:7]=1)=[C:28]1[CH:33]=[CH:32][CH:31]=[CH:30][C:29]1=[N:34][C:18]=2[NH2:19]. (4) Given the reactants [NH2:1][C:2]1[CH:3]=[N:4][CH:5]=[CH:6][C:7]=1[N:8]1[CH2:13][C@H:12]([CH3:14])[C@@H:11]([O:15][Si:16]([C:19]([CH3:22])([CH3:21])[CH3:20])([CH3:18])[CH3:17])[C@H:10]([NH:23][C:24](=[O:30])[O:25][C:26]([CH3:29])([CH3:28])[CH3:27])[CH2:9]1.[C:31]([O:35][C:36](O[C:36]([O:35][C:31]([CH3:34])([CH3:33])[CH3:32])=[O:37])=[O:37])([CH3:34])([CH3:33])[CH3:32], predict the reaction product. The product is: [C:26]([O:25][C:24]([NH:23][C@H:10]1[C@H:11]([O:15][Si:16]([C:19]([CH3:22])([CH3:21])[CH3:20])([CH3:18])[CH3:17])[C@@H:12]([CH3:14])[CH2:13][N:8]([C:7]2[CH:6]=[CH:5][N:4]=[CH:3][C:2]=2[N:1]([C:36]([O:35][C:31]([CH3:34])([CH3:33])[CH3:32])=[O:37])[C:24]([O:25][C:26]([CH3:29])([CH3:28])[CH3:27])=[O:30])[CH2:9]1)=[O:30])([CH3:29])([CH3:28])[CH3:27]. (5) Given the reactants [CH2:1]([O:3][C:4]([C:6]1[CH:7]=[N:8][NH:9][C:10]=1[C:11]([F:14])([F:13])[F:12])=[O:5])[CH3:2].C(=O)([O-])[O-].[Cs+].[Cs+].I[CH:22]([CH3:24])[CH3:23], predict the reaction product. The product is: [CH2:1]([O:3][C:4]([C:6]1[C:10]([C:11]([F:13])([F:14])[F:12])=[N:9][N:8]([CH:22]([CH3:24])[CH3:23])[CH:7]=1)=[O:5])[CH3:2]. (6) Given the reactants [F:1][C:2]1[C:3]([NH:22][C:23]2[CH:28]=[CH:27][C:26]([I:29])=[CH:25][C:24]=2[F:30])=[C:4]([CH:12]=[C:13]([CH2:16][NH:17][O:18][CH2:19][CH2:20][OH:21])[C:14]=1[F:15])[C:5]([NH:7][O:8][CH2:9][CH2:10][OH:11])=[O:6].CCN(CC)CC.C1C[O:41][CH2:40][CH2:39]1, predict the reaction product. The product is: [C:40]([N:17]([CH2:16][C:13]1[C:14]([F:15])=[C:2]([F:1])[C:3]([NH:22][C:23]2[CH:28]=[CH:27][C:26]([I:29])=[CH:25][C:24]=2[F:30])=[C:4]([CH:12]=1)[C:5]([NH:7][O:8][CH2:9][CH2:10][OH:11])=[O:6])[O:18][CH2:19][CH2:20][OH:21])(=[O:41])[CH3:39]. (7) Given the reactants [CH3:1][C:2]1[CH:7]=[CH:6][C:5]([NH2:8])=[CH:4][C:3]=1[NH:9][C:10]1[N:15]=[C:14]([C:16]2[CH:21]=[N:20][CH:19]=[CH:18][N:17]=2)[CH:13]=[CH:12][N:11]=1.[F:22][C:23]([S:26][C:27]1[CH:28]=[C:29]([CH:33]=[CH:34][CH:35]=1)[C:30](O)=[O:31])([F:25])[F:24].F[P-](F)(F)(F)(F)F.N1(O[P+](N(C)C)(N(C)C)N(C)C)C2C=CC=CC=2N=N1.CCN(C(C)C)C(C)C, predict the reaction product. The product is: [CH3:1][C:2]1[CH:7]=[CH:6][C:5]([NH:8][C:30](=[O:31])[C:29]2[CH:33]=[CH:34][CH:35]=[C:27]([S:26][C:23]([F:25])([F:22])[F:24])[CH:28]=2)=[CH:4][C:3]=1[NH:9][C:10]1[N:15]=[C:14]([C:16]2[CH:21]=[N:20][CH:19]=[CH:18][N:17]=2)[CH:13]=[CH:12][N:11]=1.